From a dataset of HIV replication inhibition screening data with 41,000+ compounds from the AIDS Antiviral Screen. Binary Classification. Given a drug SMILES string, predict its activity (active/inactive) in a high-throughput screening assay against a specified biological target. (1) The compound is COC(=O)C1(C)C(=NNS(=O)(=O)c2ccc(C)cc2)CCCC1C. The result is 0 (inactive). (2) The molecule is Cc1nn(C(=O)c2ccc(Cl)cc2)c2c1C(c1ccc([N+](=O)[O-])cc1)SC(=N)N2. The result is 0 (inactive). (3) The drug is COC1=C(C)C(=O)c2nc(Cl)cc(C)c2C1=O. The result is 0 (inactive). (4) The drug is Cc1cc(O)c(C#N)c2c(C#N)c(=N)[nH]n12. The result is 0 (inactive). (5) The drug is CCOC(=O)c1c(Sc2ccc([N+](=O)[O-])cc2[N+](=O)[O-])nc2c3ccccc3ccn12. The result is 0 (inactive). (6) The molecule is Cl.O=C(OCCC1=C2CCN(CC2)C1)C(O)(c1ccccc1)C1CCCC1. The result is 0 (inactive). (7) The compound is O=C1C(Cl)N(c2cccc(Cl)c2)C1c1c[nH]c2ccccc12. The result is 0 (inactive).